From a dataset of Forward reaction prediction with 1.9M reactions from USPTO patents (1976-2016). Predict the product of the given reaction. (1) Given the reactants [Cl:1][C:2]1[CH:7]=[CH:6][C:5]([C:8]2[CH:13]=[C:12]([C:14]([F:17])([F:16])[F:15])[N:11]=[C:10]([C:18]([NH:20][OH:21])=[NH:19])[N:9]=2)=[CH:4][CH:3]=1.[S:22]([C:26]1[CH:27]=[C:28]([CH:32]=[CH:33][CH:34]=1)[C:29](O)=O)(=[O:25])(=[O:24])[NH2:23], predict the reaction product. The product is: [Cl:1][C:2]1[CH:7]=[CH:6][C:5]([C:8]2[CH:13]=[C:12]([C:14]([F:15])([F:16])[F:17])[N:11]=[C:10]([C:18]3[N:19]=[C:29]([C:28]4[CH:27]=[C:26]([S:22]([NH2:23])(=[O:25])=[O:24])[CH:34]=[CH:33][CH:32]=4)[O:21][N:20]=3)[N:9]=2)=[CH:4][CH:3]=1. (2) Given the reactants [CH3:1][O:2][C:3](=[O:14])[C@H:4]([CH2:6][C:7]1[CH:12]=[CH:11][C:10]([OH:13])=[CH:9][CH:8]=1)[NH2:5].[C:15]([CH2:23][C:24]([CH3:26])=O)(=[O:22])[C:16]1[CH:21]=[CH:20][CH:19]=[CH:18][CH:17]=1, predict the reaction product. The product is: [CH3:1][O:2][C:3](=[O:14])[CH:4]([NH:5][C:24]([CH3:26])=[CH:23][C:15](=[O:22])[C:16]1[CH:21]=[CH:20][CH:19]=[CH:18][CH:17]=1)[CH2:6][C:7]1[CH:8]=[CH:9][C:10]([OH:13])=[CH:11][CH:12]=1. (3) Given the reactants [O:1]1[C:5]2[CH:6]=[CH:7][CH:8]=[CH:9][C:4]=2[N:3]=[C:2]1[C:10]1[CH:19]=[CH:18][C:13]([C:14](OC)=[O:15])=[CH:12][CH:11]=1.CC(C[AlH]CC(C)C)C, predict the reaction product. The product is: [O:1]1[C:5]2[CH:6]=[CH:7][CH:8]=[CH:9][C:4]=2[N:3]=[C:2]1[C:10]1[CH:19]=[CH:18][C:13]([CH2:14][OH:15])=[CH:12][CH:11]=1. (4) Given the reactants [OH:1][CH2:2][CH2:3][CH2:4][N:5]1[CH2:13][C:12]2[C:7](=[CH:8][CH:9]=[C:10]([C:14]3[S:18][C:17]([CH:19]=[O:20])=[CH:16][CH:15]=3)[CH:11]=2)[C:6]1=[O:21].[C:22]1(C)C=CC(S(O)(=O)=O)=CC=1.[CH3:33][OH:34], predict the reaction product. The product is: [CH3:33][O:34][CH:19]([O:20][CH3:22])[C:17]1[S:18][C:14]([C:10]2[CH:11]=[C:12]3[C:7](=[CH:8][CH:9]=2)[C:6](=[O:21])[N:5]([CH2:4][CH2:3][CH2:2][OH:1])[CH2:13]3)=[CH:15][CH:16]=1.